This data is from Reaction yield outcomes from USPTO patents with 853,638 reactions. The task is: Predict the reaction yield, written as a fraction of the theoretical maximum amount of product (1.0 means a 100% yield; for example, 0.34 means a 34% yield). (1) The reactants are [NH:1]1[CH:5]=[CH:4][N:3]=[CH:2]1.CCN(CC)CC.[CH3:13][N:14]([CH3:19])[S:15](Cl)(=[O:17])=[O:16]. The catalyst is C(Cl)Cl. The product is [CH3:13][N:14]([CH3:19])[S:15]([N:1]1[CH:5]=[CH:4][N:3]=[CH:2]1)(=[O:17])=[O:16]. The yield is 0.820. (2) The reactants are [NH2:1][C:2]1[CH:33]=[CH:32][C:5]([C:6]([NH:8][C:9]2[CH:14]=[CH:13][CH:12]=[C:11]([NH:15][C:16]3[CH:21]=[C:20]([C:22]4[C:30]5[C:25](=[CH:26][CH:27]=[CH:28][CH:29]=5)[NH:24][CH:23]=4)[C:19]([Cl:31])=[CH:18][N:17]=3)[CH:10]=2)=[O:7])=[CH:4][CH:3]=1.C[CH2:35][N:36]([CH:40]([CH3:42])C)[CH:37](C)C.BrC/C=[CH:46]/[C:47](Cl)=[O:48].CNC. The catalyst is C1COCC1.C(Cl)(Cl)Cl.CC(O)C.C([O-])(O)=O.[Na+]. The product is [Cl:31][C:19]1[C:20]([C:22]2[C:30]3[C:25](=[CH:26][CH:27]=[CH:28][CH:29]=3)[NH:24][CH:23]=2)=[CH:21][C:16]([NH:15][C:11]2[CH:10]=[C:9]([NH:8][C:6](=[O:7])[C:5]3[CH:32]=[CH:33][C:2]([NH:1][C:47](=[O:48])/[CH:46]=[CH:42]/[CH2:40][N:36]([CH3:35])[CH3:37])=[CH:3][CH:4]=3)[CH:14]=[CH:13][CH:12]=2)=[N:17][CH:18]=1. The yield is 0.110. (3) The product is [C:8]([C:7]1[CH:10]=[CH:11][C:4]([NH:1][C:2](=[O:3])[NH:12][C@@H:13]2[CH2:18][CH2:17][N:16]([C:19]([O:21][C:22]([CH3:23])([CH3:24])[CH3:25])=[O:20])[C@@H:15]([C:26]([O:28][CH3:29])=[O:27])[CH2:14]2)=[CH:5][CH:6]=1)#[N:9]. The reactants are [N:1]([C:4]1[CH:11]=[CH:10][C:7]([C:8]#[N:9])=[CH:6][CH:5]=1)=[C:2]=[O:3].[NH2:12][C@@H:13]1[CH2:18][CH2:17][N:16]([C:19]([O:21][C:22]([CH3:25])([CH3:24])[CH3:23])=[O:20])[C@@H:15]([C:26]([O:28][CH3:29])=[O:27])[CH2:14]1.CCN(CC)CC.N. The yield is 0.900. The catalyst is C1COCC1.CO. (4) The reactants are [CH3:1][C:2]1[S:6][C:5]([C:7]2[CH:12]=[CH:11][CH:10]=[CH:9][CH:8]=2)=[N:4][C:3]=1[CH2:13][O:14][C:15]1[CH:30]=[CH:29][C:18]([CH2:19][O:20][C:21]2[N:28]=[CH:27][CH:26]=[CH:25][C:22]=2[C:23]#N)=[CH:17][CH:16]=1.C1(C)C=CC=CC=1.[H-].C([Al+]CC(C)C)C(C)C.[Cl-].[NH4+].C(OCC)(=[O:52])C. The catalyst is CCCCCC. The product is [CH3:1][C:2]1[S:6][C:5]([C:7]2[CH:12]=[CH:11][CH:10]=[CH:9][CH:8]=2)=[N:4][C:3]=1[CH2:13][O:14][C:15]1[CH:30]=[CH:29][C:18]([CH2:19][O:20][C:21]2[N:28]=[CH:27][CH:26]=[CH:25][C:22]=2[CH:23]=[O:52])=[CH:17][CH:16]=1. The yield is 0.560. (5) The reactants are [CH3:1][O:2][C:3]1[CH:4]=[C:5]2[C:9](=[CH:10][C:11]=1[C:12]([F:15])([F:14])[F:13])[NH:8][C:7](C(O)=O)=[C:6]2[CH3:19].Cl. The catalyst is N1C2C(=CC=CC=2)C=CC=1.CCOC(C)=O.[Cu]. The product is [CH3:1][O:2][C:3]1[CH:4]=[C:5]2[C:9](=[CH:10][C:11]=1[C:12]([F:15])([F:13])[F:14])[NH:8][CH:7]=[C:6]2[CH3:19]. The yield is 0.510. (6) The yield is 1.00. The product is [C:16]1([C@@H:10]2[NH:9][CH2:14][CH:13]3[C@:11]2([OH:15])[CH2:12]3)[CH:17]=[CH:18][CH:19]=[CH:20][CH:21]=1. The catalyst is [Pd].CO. The reactants are Cl.C([N:9]1[CH2:14][CH:13]2[C@:11]([OH:15])([CH2:12]2)[C@@H:10]1[C:16]1[CH:21]=[CH:20][CH:19]=[CH:18][CH:17]=1)C1C=CC=CC=1. (7) The reactants are [OH:1][CH2:2][CH2:3][NH:4][CH2:5][CH:6]([C:8]1[CH:13]=[CH:12][C:11]([N+:14]([O-:16])=[O:15])=[C:10]([CH3:17])[CH:9]=1)[OH:7].[CH3:18][C:19]([O:22][C:23](O[C:23]([O:22][C:19]([CH3:21])([CH3:20])[CH3:18])=[O:24])=[O:24])([CH3:21])[CH3:20]. The catalyst is C1COCC1. The product is [OH:7][CH:6]([C:8]1[CH:13]=[CH:12][C:11]([N+:14]([O-:16])=[O:15])=[C:10]([CH3:17])[CH:9]=1)[CH2:5][N:4]([CH2:3][CH2:2][OH:1])[C:23](=[O:24])[O:22][C:19]([CH3:21])([CH3:20])[CH3:18]. The yield is 0.740. (8) The reactants are I[C:2]1[C:10]2[C:5](=[N:6][CH:7]=[N:8][C:9]=2[NH2:11])[N:4]([C@H:12]2[CH2:17][CH2:16][C@H:15]([N:18]3[CH2:23][CH2:22][N:21]([CH3:24])[CH2:20][CH2:19]3)[CH2:14][CH2:13]2)[N:3]=1.[NH:25]([C:32]([C:34]1[CH:39]=[CH:38][C:37](B(O)O)=[CH:36][C:35]=1[O:43][CH3:44])=[O:33])[C:26]1[CH:31]=[CH:30][CH:29]=[CH:28][CH:27]=1.C(=O)([O-])[O-].[Na+].[Na+].COCCOC. The catalyst is O. The product is [C:26]1([NH:25][C:32](=[O:33])[C:34]2[CH:39]=[CH:38][C:37]([C:2]3[C:10]4[C:5](=[N:6][CH:7]=[N:8][C:9]=4[NH2:11])[N:4]([C@H:12]4[CH2:17][CH2:16][C@H:15]([N:18]5[CH2:23][CH2:22][N:21]([CH3:24])[CH2:20][CH2:19]5)[CH2:14][CH2:13]4)[N:3]=3)=[CH:36][C:35]=2[O:43][CH3:44])[CH:31]=[CH:30][CH:29]=[CH:28][CH:27]=1. The yield is 0.690.